From a dataset of Forward reaction prediction with 1.9M reactions from USPTO patents (1976-2016). Predict the product of the given reaction. Given the reactants [C:1]([O:5][C:6](=[O:23])[NH:7][C:8]1[CH:13]=[CH:12][C:11]([C:14]#[C:15][C:16]2[CH:21]=[CH:20][CH:19]=[CH:18][CH:17]=2)=[CH:10][C:9]=1[NH2:22])([CH3:4])([CH3:3])[CH3:2].[I:24][C:25]1[CH:26]=[C:27]([C:31]2[O:36]C(C)(C)[O:34][C:33](=O)[CH:32]=2)[CH:28]=[CH:29][CH:30]=1, predict the reaction product. The product is: [C:1]([O:5][C:6](=[O:23])[NH:7][C:8]1[CH:13]=[CH:12][C:11]([C:14]#[C:15][C:16]2[CH:17]=[CH:18][CH:19]=[CH:20][CH:21]=2)=[CH:10][C:9]=1[NH:22][C:33](=[O:34])[CH2:32][C:31]([C:27]1[CH:28]=[CH:29][CH:30]=[C:25]([I:24])[CH:26]=1)=[O:36])([CH3:4])([CH3:2])[CH3:3].